The task is: Predict the product of the given reaction.. This data is from Forward reaction prediction with 1.9M reactions from USPTO patents (1976-2016). (1) The product is: [CH3:1][O:2][C:3]1[CH:23]=[N:22][C:6]2[NH:7][CH2:8][C:9](=[O:11])[NH:10][C:5]=2[CH:4]=1. Given the reactants [CH3:1][O:2][C:3]1[CH:23]=[N:22][C:6]2[N:7](C(OCC3C=CC=CC=3)=O)[CH2:8][C:9](=[O:11])[NH:10][C:5]=2[CH:4]=1.CO, predict the reaction product. (2) Given the reactants C(O[C:6](=O)[N:7]([CH2:9][C:10]1[CH:14]=[C:13]([C:15]2[CH:20]=[CH:19][CH:18]=[CH:17][CH:16]=2)[N:12]([S:21]([C:24]2[C:25]([Cl:30])=[N:26][CH:27]=[CH:28][CH:29]=2)(=[O:23])=[O:22])[CH:11]=1)C)(C)(C)C.C(OCC)(=O)C.Cl, predict the reaction product. The product is: [ClH:30].[Cl:30][C:25]1[C:24]([S:21]([N:12]2[C:13]([C:15]3[CH:20]=[CH:19][CH:18]=[CH:17][CH:16]=3)=[CH:14][C:10]([CH2:9][NH:7][CH3:6])=[CH:11]2)(=[O:22])=[O:23])=[CH:29][CH:28]=[CH:27][N:26]=1.